From a dataset of Forward reaction prediction with 1.9M reactions from USPTO patents (1976-2016). Predict the product of the given reaction. (1) Given the reactants N(C(OCC)=O)=NC(OCC)=O.[Cl:13][C:14]1[CH:33]=[C:32]([Cl:34])[CH:31]=[CH:30][C:15]=1[CH2:16][N:17]1[C:21]2[CH:22]=[C:23]([CH2:27][OH:28])[CH:24]=[C:25]([CH3:26])[C:20]=2[N:19]=[C:18]1[CH3:29].[C:35]([O:44][CH3:45])(=[O:43])[C:36]1[C:37](=[CH:39][CH:40]=[CH:41][CH:42]=1)O.C1(P(C2C=CC=CC=2)C2C=CC=CC=2)C=CC=CC=1.C(=O)(O)[O-].[Na+], predict the reaction product. The product is: [Cl:13][C:14]1[CH:33]=[C:32]([Cl:34])[CH:31]=[CH:30][C:15]=1[CH2:16][N:17]1[C:21]2[CH:22]=[C:23]([CH2:27][O:28][C:42]3[CH:41]=[CH:40][CH:39]=[CH:37][C:36]=3[C:35]([O:44][CH3:45])=[O:43])[CH:24]=[C:25]([CH3:26])[C:20]=2[N:19]=[C:18]1[CH3:29]. (2) Given the reactants C(=O)(O)[O-].[Na+].[CH:6]([O:9][C:10]1[CH:15]=[CH:14][C:13]([S:16]([NH2:19])(=[O:18])=[O:17])=[CH:12][C:11]=1[N+:20]([O-])=O)([CH3:8])[CH3:7].[C:23](Cl)(Cl)=[S:24], predict the reaction product. The product is: [CH:6]([O:9][C:10]1[CH:15]=[CH:14][C:13]([S:16]([NH2:19])(=[O:18])=[O:17])=[CH:12][C:11]=1[N:20]=[C:23]=[S:24])([CH3:8])[CH3:7]. (3) Given the reactants C(OC([N:8]1[CH2:13][CH2:12][C:11]([C:15]2[CH:20]=[CH:19][C:18]([F:21])=[CH:17][C:16]=2[F:22])([OH:14])[CH2:10][CH2:9]1)=O)(C)(C)C, predict the reaction product. The product is: [F:22][C:16]1[CH:17]=[C:18]([F:21])[CH:19]=[CH:20][C:15]=1[C:11]1([OH:14])[CH2:10][CH2:9][NH:8][CH2:13][CH2:12]1. (4) Given the reactants [O:1]1[CH2:18][C@H:2]1[CH2:3][O:4][C:5]1[CH:17]=[CH:16][CH:15]=[CH:14][C:6]=1[CH:7]=[C:8]1[CH2:13][CH2:12][O:11][C:9]1=[O:10].[CH:19]1[C:28]2[C:23](=[CH:24][CH:25]=[CH:26][CH:27]=2)[CH:22]=[CH:21][C:20]=1[CH:29]1[CH2:34][CH2:33][NH:32][CH2:31][CH2:30]1, predict the reaction product. The product is: [OH:1][C@@H:2]([CH2:18][N:32]1[CH2:33][CH2:34][CH:29]([C:20]2[CH:21]=[CH:22][C:23]3[C:28](=[CH:27][CH:26]=[CH:25][CH:24]=3)[CH:19]=2)[CH2:30][CH2:31]1)[CH2:3][O:4][C:5]1[CH:17]=[CH:16][CH:15]=[CH:14][C:6]=1[CH:7]=[C:8]1[CH2:13][CH2:12][O:11][C:9]1=[O:10]. (5) Given the reactants C([NH:8][C:9]1([C:13]([OH:15])=[O:14])[CH2:12][O:11][CH2:10]1)C1C=CC=CC=1.O1CC(=O)C1.[H][H].[CH3:35][C:34]([O:33][C:31](O[C:31]([O:33][C:34]([CH3:37])([CH3:36])[CH3:35])=[O:32])=[O:32])([CH3:37])[CH3:36].C(N(CC)CC)C, predict the reaction product. The product is: [C:34]([O:33][C:31]([NH:8][C:9]1([C:13]([OH:15])=[O:14])[CH2:12][O:11][CH2:10]1)=[O:32])([CH3:35])([CH3:36])[CH3:37]. (6) Given the reactants O[NH:2][C:3](=[O:21])[CH2:4][C:5]1[CH:10]=[CH:9][C:8]([CH2:11][CH2:12][CH2:13][CH2:14][C:15]2[CH:20]=[CH:19][CH:18]=[CH:17][CH:16]=2)=[CH:7][CH:6]=1.[C:22]([O:26][C:27]([NH:29][C:30]1([C:33](O)=[O:34])[CH2:32][CH2:31]1)=[O:28])([CH3:25])([CH3:24])[CH3:23].C1C=CC2N(O)N=NC=2C=1.C(Cl)CCl, predict the reaction product. The product is: [C:22]([O:26][C:27](=[O:28])[NH:29][C:30]1([C:33]([NH:2][C:3](=[O:21])[CH2:4][C:5]2[CH:10]=[CH:9][C:8]([CH2:11][CH2:12][CH2:13][CH2:14][C:15]3[CH:20]=[CH:19][CH:18]=[CH:17][CH:16]=3)=[CH:7][CH:6]=2)=[O:34])[CH2:31][CH2:32]1)([CH3:25])([CH3:23])[CH3:24]. (7) Given the reactants [Cl:1][C:2]1[N:7]=[C:6]([N:8]([CH3:28])[C:9]2[CH:27]=[CH:26][C:12]3[N:13]([CH3:25])[C:14]([NH:16][CH:17]([C:19]4[CH:24]=[CH:23][CH:22]=[CH:21][CH:20]=4)[CH3:18])=[N:15][C:11]=3[CH:10]=2)[CH:5]=[CH:4][N:3]=1.[NH2:29][C:30]1[CH:31]=[CH:32][C:33]([CH3:40])=[C:34]([S:36]([NH2:39])(=[O:38])=[O:37])[CH:35]=1, predict the reaction product. The product is: [ClH:1].[CH3:40][C:33]1[CH:32]=[CH:31][C:30]([NH:29][C:2]2[N:7]=[C:6]([N:8]([CH3:28])[C:9]3[CH:27]=[CH:26][C:12]4[N:13]([CH3:25])[C:14]([NH:16][CH:17]([C:19]5[CH:24]=[CH:23][CH:22]=[CH:21][CH:20]=5)[CH3:18])=[N:15][C:11]=4[CH:10]=3)[CH:5]=[CH:4][N:3]=2)=[CH:35][C:34]=1[S:36]([NH2:39])(=[O:38])=[O:37].